From a dataset of Full USPTO retrosynthesis dataset with 1.9M reactions from patents (1976-2016). Predict the reactants needed to synthesize the given product. (1) Given the product [C:1]([CH2:3][NH:4][C:5]([CH:7]1[CH2:12][CH2:11][CH2:10][CH2:9][CH:8]1[NH:13][C:14]([C:16]1[N:17]([CH3:28])[C:18]2[C:23]([CH:24]=1)=[CH:22][CH:21]=[C:20]([Cl:25])[CH:19]=2)=[O:15])=[O:6])#[N:2], predict the reactants needed to synthesize it. The reactants are: [C:1]([CH2:3][NH:4][C:5]([CH:7]1[CH2:12][CH2:11][CH2:10][CH2:9][CH:8]1[NH:13][C:14]([C:16]1[NH:17][C:18]2[C:23]([CH:24]=1)=[CH:22][CH:21]=[C:20]([Cl:25])[CH:19]=2)=[O:15])=[O:6])#[N:2].[H-].[Na+].[CH3:28]I. (2) Given the product [CH2:30]([N:37]([CH2:28][C:17]1[C:16]([Cl:15])=[N:21][C:20]([N:22]([CH:24]2[CH2:25][CH2:26][CH2:27]2)[CH3:23])=[CH:19][N:18]=1)[CH2:38][CH2:39][OH:40])[C:31]1[CH:36]=[CH:35][CH:34]=[CH:33][CH:32]=1, predict the reactants needed to synthesize it. The reactants are: C(O[BH-](OC(=O)C)OC(=O)C)(=O)C.[Na+].[Cl:15][C:16]1[C:17]([CH:28]=O)=[N:18][CH:19]=[C:20]([N:22]([CH:24]2[CH2:27][CH2:26][CH2:25]2)[CH3:23])[N:21]=1.[CH2:30]([NH:37][CH2:38][CH2:39][OH:40])[C:31]1[CH:36]=[CH:35][CH:34]=[CH:33][CH:32]=1.C(=O)([O-])O.[Na+]. (3) The reactants are: Br.Br.[NH2:3][CH2:4][C:5]1[CH:19]=[CH:18][C:8]([C:9]([NH:11][C:12]2[CH:17]=[CH:16][N:15]=[CH:14][CH:13]=2)=[O:10])=[CH:7][CH:6]=1.[C:20]([C:24]1[CH:29]=[CH:28][C:27]([S:30](Cl)(=[O:32])=[O:31])=[CH:26][CH:25]=1)([CH3:23])([CH3:22])[CH3:21]. Given the product [C:20]([C:24]1[CH:29]=[CH:28][C:27]([S:30]([NH:3][CH2:4][C:5]2[CH:6]=[CH:7][C:8]([C:9]([NH:11][C:12]3[CH:13]=[CH:14][N:15]=[CH:16][CH:17]=3)=[O:10])=[CH:18][CH:19]=2)(=[O:32])=[O:31])=[CH:26][CH:25]=1)([CH3:23])([CH3:21])[CH3:22], predict the reactants needed to synthesize it.